From a dataset of Full USPTO retrosynthesis dataset with 1.9M reactions from patents (1976-2016). Predict the reactants needed to synthesize the given product. (1) Given the product [CH3:5][O:6][NH:7][CH2:8][CH2:9][CH2:10][CH2:11][N:12]1[C:24]2[C:23]3[CH:22]=[CH:21][CH:20]=[CH:19][C:18]=3[N:17]=[C:16]([NH2:25])[C:15]=2[N:14]=[C:13]1[CH3:26], predict the reactants needed to synthesize it. The reactants are: C([BH3-])#N.[Na+].[CH3:5][O:6][N:7]=[CH:8][CH2:9][CH2:10][CH2:11][N:12]1[C:24]2[C:23]3[CH:22]=[CH:21][CH:20]=[CH:19][C:18]=3[N:17]=[C:16]([NH2:25])[C:15]=2[N:14]=[C:13]1[CH3:26]. (2) Given the product [F:22][C:20]1[CH:2]=[C:3]([CH:17]=[CH:18][CH:19]=1)[CH2:4][C:5]1[CH:6]=[CH:7][C:8]2[N:9]([C:11]([CH:14]([CH3:16])[CH3:15])=[N:12][N:13]=2)[CH:10]=1, predict the reactants needed to synthesize it. The reactants are: F[C:2]1[CH:20]=[CH:19][CH:18]=[CH:17][C:3]=1[CH2:4][C:5]1[CH:6]=[CH:7][C:8]2[N:9]([C:11]([CH:14]([CH3:16])[CH3:15])=[N:12][N:13]=2)[CH:10]=1.[Cl-].[F:22]C1C=C(C=CC=1)C[Zn+]. (3) Given the product [CH2:30]([N:11]1[CH2:12][C:13]2([CH2:14][CH2:15][N:16]([C:19]([O:21][C:22]([CH3:25])([CH3:24])[CH3:23])=[O:20])[CH2:17][CH2:18]2)[CH2:8][CH2:9][CH2:10]1)[CH2:29][C:28]#[CH:27], predict the reactants needed to synthesize it. The reactants are: C(=O)([O-])[O-].[Cs+].[Cs+].Cl.[CH2:8]1[C:13]2([CH2:18][CH2:17][N:16]([C:19]([O:21][C:22]([CH3:25])([CH3:24])[CH3:23])=[O:20])[CH2:15][CH2:14]2)[CH2:12][NH:11][CH2:10][CH2:9]1.Br[CH2:27][CH2:28][C:29]#[CH:30]. (4) Given the product [C:15]([O:14][C:12]([N:19]1[CH2:23][CH2:22][C@@H:21]([O:24][S:7]([C:4]2[CH:5]=[CH:6][C:1]([CH3:11])=[CH:2][CH:3]=2)(=[O:9])=[O:8])[CH2:20]1)=[O:13])([CH3:18])([CH3:17])[CH3:16], predict the reactants needed to synthesize it. The reactants are: [C:1]1([CH3:11])[CH:6]=[CH:5][C:4]([S:7](Cl)(=[O:9])=[O:8])=[CH:3][CH:2]=1.[C:12]([N:19]1[CH2:23][CH2:22][C@@H:21]([OH:24])[CH2:20]1)([O:14][C:15]([CH3:18])([CH3:17])[CH3:16])=[O:13].C(N(CC)CC)C.CO. (5) Given the product [ClH:51].[CH3:59][O:60][CH2:61][CH2:62][N:63]([CH2:64][CH2:65][O:66][CH3:67])[C:25](=[O:26])[C:24]1[CH:28]=[CH:29][C:21]([C:18]2[N:17]=[C:16]3[N:12]([CH2:11][C:7]4[CH:6]=[C:5]5[C:10](=[CH:9][CH:8]=4)[N:1]=[CH:2][CH:3]=[CH:4]5)[N:13]=[N:14][C:15]3=[CH:20][CH:19]=2)=[CH:22][CH:23]=1, predict the reactants needed to synthesize it. The reactants are: [N:1]1[C:10]2[C:5](=[CH:6][C:7]([CH2:11][N:12]3[C:16]4=[N:17][C:18]([C:21]5[CH:29]=[CH:28][C:24]([C:25](O)=[O:26])=[CH:23][CH:22]=5)=[CH:19][CH:20]=[C:15]4[N:14]=[N:13]3)=[CH:8][CH:9]=2)[CH:4]=[CH:3][CH:2]=1.C1C=CC2N(O)N=NC=2C=1.CCN=C=NCCCN(C)C.[ClH:51].C(N(CC)CC)C.[CH3:59][O:60][CH2:61][CH2:62][NH:63][CH2:64][CH2:65][O:66][CH3:67].